This data is from Reaction yield outcomes from USPTO patents with 853,638 reactions. The task is: Predict the reaction yield, written as a fraction of the theoretical maximum amount of product (1.0 means a 100% yield; for example, 0.34 means a 34% yield). (1) The reactants are [C:1]([C:4]1[C:9]([NH:10][C:11]([C:13]2[S:14][CH:15]=[C:16]([CH:18]([CH3:20])[CH3:19])[N:17]=2)=O)=[C:8]([CH3:21])[C:7]([O:22][CH3:23])=[CH:6][CH:5]=1)(=[O:3])[CH3:2].CC(C)([O-])C.[K+]. The catalyst is C1COCC1. The product is [CH:18]([C:16]1[N:17]=[C:13]([C:11]2[CH:2]=[C:1]([OH:3])[C:4]3[C:9](=[C:8]([CH3:21])[C:7]([O:22][CH3:23])=[CH:6][CH:5]=3)[N:10]=2)[S:14][CH:15]=1)([CH3:20])[CH3:19]. The yield is 0.600. (2) The reactants are [CH2:1]([OH:10])[CH2:2][O:3][CH2:4][CH2:5][O:6][CH2:7][CH2:8][OH:9].[H-].[Na+].Br[CH:14](O)[CH2:15][CH3:16].C(OCC)(=O)C. The catalyst is O1CCCC1. The product is [CH2:14]([O:10][CH2:1][CH2:2][O:3][CH2:4][CH2:5][O:6][CH2:7][CH2:8][OH:9])[CH2:15][CH3:16]. The yield is 0.180. (3) The reactants are [CH3:1][O:2][C:3]1[N:8]=[C:7]([CH2:9]O)[CH:6]=[CH:5][CH:4]=1.S(Cl)([Cl:13])=O.C(=O)([O-])O.[Na+]. The catalyst is ClCCl. The product is [Cl:13][CH2:9][C:7]1[CH:6]=[CH:5][CH:4]=[C:3]([O:2][CH3:1])[N:8]=1. The yield is 0.890. (4) The reactants are [CH:1](=[N:8][OH:9])[C:2]1[CH:7]=[CH:6][CH:5]=[CH:4][CH:3]=1.[Cl:10]N1C(=O)CCC1=O. The catalyst is CN(C=O)C. The product is [Cl:10][C:1](=[N:8][OH:9])[C:2]1[CH:7]=[CH:6][CH:5]=[CH:4][CH:3]=1. The yield is 0.930.